This data is from Full USPTO retrosynthesis dataset with 1.9M reactions from patents (1976-2016). The task is: Predict the reactants needed to synthesize the given product. The reactants are: [Br:1][C:2]1[CH:7]=[CH:6][CH:5]=[CH:4][C:3]=1[CH2:8][C:9](=[O:15])[CH2:10][C:11]([F:14])([F:13])[F:12].[BH4-].[Na+]. Given the product [Br:1][C:2]1[CH:7]=[CH:6][CH:5]=[CH:4][C:3]=1[CH2:8][CH:9]([OH:15])[CH2:10][C:11]([F:13])([F:14])[F:12], predict the reactants needed to synthesize it.